Dataset: Forward reaction prediction with 1.9M reactions from USPTO patents (1976-2016). Task: Predict the product of the given reaction. Given the reactants [CH3:1][C:2]1([CH3:39])[CH2:7][C:6](=O)[CH2:5][C:4]([CH3:10])([CH3:9])[P:3]1[C:11]1[N:15]([C:16]2[C:17]([C:33]3[CH:38]=[CH:37][CH:36]=[CH:35][CH:34]=3)=[N:18][N:19]([C:27]3[CH:32]=[CH:31][CH:30]=[CH:29][CH:28]=3)[C:20]=2[C:21]2[CH:26]=[CH:25][CH:24]=[CH:23][CH:22]=2)[N:14]=[CH:13][CH:12]=1.C(O)COCCO.O.NN.[OH-].[K+], predict the reaction product. The product is: [C:27]1([N:19]2[C:20]([C:21]3[CH:22]=[CH:23][CH:24]=[CH:25][CH:26]=3)=[C:16]([N:15]3[C:11]([P:3]4[C:2]([CH3:39])([CH3:1])[CH2:7][CH2:6][CH2:5][C:4]4([CH3:10])[CH3:9])=[CH:12][CH:13]=[N:14]3)[C:17]([C:33]3[CH:34]=[CH:35][CH:36]=[CH:37][CH:38]=3)=[N:18]2)[CH:28]=[CH:29][CH:30]=[CH:31][CH:32]=1.